This data is from Reaction yield outcomes from USPTO patents with 853,638 reactions. The task is: Predict the reaction yield, written as a fraction of the theoretical maximum amount of product (1.0 means a 100% yield; for example, 0.34 means a 34% yield). The reactants are C(N(CC)CC)C.Cl.[O:9]=[C:10]1[CH:15]([N:16]2[C:24](=[O:25])[C:23]3[C:18](=[CH:19][CH:20]=[CH:21][C:22]=3[CH2:26][NH:27][CH3:28])[C:17]2=[O:29])[CH2:14][CH2:13][C:12](=[O:30])[NH:11]1.[O:31]1[CH:35]=[CH:34][CH:33]=[C:32]1[C:36](Cl)=[O:37]. The catalyst is C1COCC1. The product is [O:9]=[C:10]1[CH:15]([N:16]2[C:24](=[O:25])[C:23]3[C:18](=[CH:19][CH:20]=[CH:21][C:22]=3[CH2:26][N:27]([CH3:28])[C:36]([C:32]3[O:31][CH:35]=[CH:34][CH:33]=3)=[O:37])[C:17]2=[O:29])[CH2:14][CH2:13][C:12](=[O:30])[NH:11]1. The yield is 0.730.